From a dataset of Catalyst prediction with 721,799 reactions and 888 catalyst types from USPTO. Predict which catalyst facilitates the given reaction. (1) Reactant: [CH2:1]([O:5][C:6]1[C:15]2[C:10](=[CH:11][CH:12]=[C:13]([CH2:16][CH2:17][C:18]3[N:19]=[CH:20][S:21][CH:22]=3)[CH:14]=2)[C:9](=[O:23])[N:8]([CH2:24][CH:25]([CH3:27])[CH3:26])[C:7]=1[CH2:28][NH:29]C(=O)OC(C)(C)C)[CH2:2][CH2:3][CH3:4].[ClH:37]. Product: [ClH:37].[NH2:29][CH2:28][C:7]1[N:8]([CH2:24][CH:25]([CH3:26])[CH3:27])[C:9](=[O:23])[C:10]2[C:15]([C:6]=1[O:5][CH2:1][CH2:2][CH2:3][CH3:4])=[CH:14][C:13]([CH2:16][CH2:17][C:18]1[N:19]=[CH:20][S:21][CH:22]=1)=[CH:12][CH:11]=2. The catalyst class is: 13. (2) Reactant: [C:1]([O:5][C:6]([NH:8][CH2:9][C:10]1[C:11]([CH2:30][CH:31]([CH3:33])[CH3:32])=[N:12][C:13]2[C:18]([C:19]=1[C:20]1[CH:25]=[CH:24][C:23]([CH3:26])=[CH:22][CH:21]=1)=[CH:17][C:16]([C:27](O)=[O:28])=[CH:15][CH:14]=2)=[O:7])([CH3:4])([CH3:3])[CH3:2].C(Cl)(=O)OCC.CN1CCOCC1.[BH4-].[Na+]. Product: [OH:28][CH2:27][C:16]1[CH:17]=[C:18]2[C:13](=[CH:14][CH:15]=1)[N:12]=[C:11]([CH2:30][CH:31]([CH3:33])[CH3:32])[C:10]([CH2:9][NH:8][C:6](=[O:7])[O:5][C:1]([CH3:2])([CH3:3])[CH3:4])=[C:19]2[C:20]1[CH:25]=[CH:24][C:23]([CH3:26])=[CH:22][CH:21]=1. The catalyst class is: 670. (3) Reactant: C([O:3][C:4](=O)[CH2:5][C:6]([CH:8]1[CH2:13][CH2:12][CH2:11][CH2:10][CH2:9]1)=O)C.[NH2:15][NH2:16]. Product: [CH:8]1([C:6]2[CH2:5][C:4](=[O:3])[NH:16][N:15]=2)[CH2:13][CH2:12][CH2:11][CH2:10][CH2:9]1. The catalyst class is: 212. (4) Reactant: [Cl:1][C:2]1[CH:3]=[CH:4][C:5]([N+:14]([O-:16])=[O:15])=[C:6]([CH2:8][C:9](OCC)=[O:10])[CH:7]=1.[H-].C([Al+]CC(C)C)C(C)C.C1(C)C=CC=CC=1. Product: [Cl:1][C:2]1[CH:3]=[CH:4][C:5]([N+:14]([O-:16])=[O:15])=[C:6]([CH2:8][CH:9]=[O:10])[CH:7]=1. The catalyst class is: 27. (5) Reactant: N[C@@H]1C2C(=CC=CC=2)C[C@@H]1O.O1CCCC1.[F:17][C:18]1[CH:23]=[CH:22][C:21]([C:24]2[C:36]([CH:37]([OH:48])[C:38]3[CH:43]=[CH:42][C:41]([C:44]([F:47])([F:46])[F:45])=[CH:40][CH:39]=3)=[C:35]([CH:49]([CH3:51])[CH3:50])[CH:34]=[C:33]3[C:25]=2[C:26](=[O:52])[CH2:27][C:28]2([O:32]3)[CH2:31][CH2:30][CH2:29]2)=[CH:20][CH:19]=1. Product: [F:17][C:18]1[CH:19]=[CH:20][C:21]([C:24]2[C:36]([C@H:37]([OH:48])[C:38]3[CH:43]=[CH:42][C:41]([C:44]([F:46])([F:47])[F:45])=[CH:40][CH:39]=3)=[C:35]([CH:49]([CH3:50])[CH3:51])[CH:34]=[C:33]3[C:25]=2[C@@H:26]([OH:52])[CH2:27][C:28]2([O:32]3)[CH2:31][CH2:30][CH2:29]2)=[CH:22][CH:23]=1. The catalyst class is: 5. (6) Reactant: Br[C:2]1[CH:3]=[N:4][CH:5]=[C:6]([N:10]2[N:19]=[CH:18][C:17]3[C:12](=[C:13]([F:24])[CH:14]=[C:15]([C:20]([CH3:23])([CH3:22])[CH3:21])[CH:16]=3)[C:11]2=[O:25])[C:7]=1[CH:8]=[O:9].[CH3:26][N:27]1[CH:32]=[C:31](B2OC(C)(C)C(C)(C)O2)[CH:30]=[C:29]([NH:42][C:43]2[CH:48]=[CH:47][C:46]([N:49]3[CH2:54][CH2:53][N:52]([CH:55]4[CH2:58][O:57][CH2:56]4)[CH2:51][C@@H:50]3[CH3:59])=[CH:45][N:44]=2)[C:28]1=[O:60].CC([O-])=O.[K+].C(#N)C. Product: [C:20]([C:15]1[CH:16]=[C:17]2[C:12](=[C:13]([F:24])[CH:14]=1)[C:11](=[O:25])[N:10]([C:6]1[CH:5]=[N:4][CH:3]=[C:2]([C:31]3[CH:30]=[C:29]([NH:42][C:43]4[CH:48]=[CH:47][C:46]([N:49]5[CH2:54][CH2:53][N:52]([CH:55]6[CH2:56][O:57][CH2:58]6)[CH2:51][C@@H:50]5[CH3:59])=[CH:45][N:44]=4)[C:28](=[O:60])[N:27]([CH3:26])[CH:32]=3)[C:7]=1[CH:8]=[O:9])[N:19]=[CH:18]2)([CH3:23])([CH3:22])[CH3:21]. The catalyst class is: 263. (7) Reactant: [CH2:1]([O:8][C:9]1[CH:42]=[CH:41][C:12]([C:13]([O:15][C:16]2[CH:21]=[CH:20][C:19]([CH2:22][N:23]([CH2:33][C:34]([O:36][C:37]([CH3:40])([CH3:39])[CH3:38])=[O:35])[C:24](=[O:32])[C:25]3[CH:30]=[CH:29][C:28]([NH2:31])=[CH:27][CH:26]=3)=[CH:18][CH:17]=2)=[O:14])=[CH:11][CH:10]=1)[CH2:2][CH2:3][CH2:4][CH2:5][CH2:6][CH3:7].[CH3:43][O:44][C:45]1[CH:50]=[CH:49][C:48]([CH2:51][C:52](Cl)=[O:53])=[CH:47][CH:46]=1. Product: [CH2:1]([O:8][C:9]1[CH:42]=[CH:41][C:12]([C:13]([O:15][C:16]2[CH:21]=[CH:20][C:19]([CH2:22][N:23]([CH2:33][C:34]([O:36][C:37]([CH3:40])([CH3:39])[CH3:38])=[O:35])[C:24](=[O:32])[C:25]3[CH:26]=[CH:27][C:28]([NH:31][C:52](=[O:53])[CH2:51][C:48]4[CH:49]=[CH:50][C:45]([O:44][CH3:43])=[CH:46][CH:47]=4)=[CH:29][CH:30]=3)=[CH:18][CH:17]=2)=[O:14])=[CH:11][CH:10]=1)[CH2:2][CH2:3][CH2:4][CH2:5][CH2:6][CH3:7]. The catalyst class is: 2. (8) Reactant: Cl.[NH2:2][CH2:3][C:4]([C:6]1[CH:11]=[CH:10][C:9]([Br:12])=[CH:8][CH:7]=1)=[O:5].CCN(C(C)C)C(C)C.[C:22]([N:29]1[CH2:36][CH2:35][CH2:34][C@H:30]1[C:31](O)=[O:32])([O:24][C:25]([CH3:28])([CH3:27])[CH3:26])=[O:23].C1C=CC2N(O)N=NC=2C=1.O.CCN=C=NCCCN(C)C.Cl.N1CCC[C@H]1C(O)=O. Product: [Br:12][C:9]1[CH:10]=[CH:11][C:6]([C:4](=[O:5])[CH2:3][NH:2][C:31]([C@@H:30]2[CH2:34][CH2:35][CH2:36][N:29]2[C:22]([O:24][C:25]([CH3:28])([CH3:27])[CH3:26])=[O:23])=[O:32])=[CH:7][CH:8]=1. The catalyst class is: 2. (9) Reactant: [Br:1][C:2]1[C:7]([F:8])=[CH:6][C:5]([N:9]2[C:18]3[C:13](=[CH:14][C:15]([S:19]([O:22]C4C(F)=C(F)C(F)=C(F)C=4F)(=[O:21])=O)=[CH:16][CH:17]=3)[CH:12]=[CH:11][C:10]2=[O:34])=[C:4]([O:35][CH3:36])[CH:3]=1.[N:37]1[CH:42]=[CH:41][CH:40]=[N:39][C:38]=1[NH2:43].C[Si]([N-][Si](C)(C)C)(C)C.[Li+]. Product: [Br:1][C:2]1[C:7]([F:8])=[CH:6][C:5]([N:9]2[C:18]3[C:13](=[CH:14][C:15]([S:19]([NH:43][C:38]4[N:39]=[CH:40][CH:41]=[CH:42][N:37]=4)(=[O:21])=[O:22])=[CH:16][CH:17]=3)[CH:12]=[CH:11][C:10]2=[O:34])=[C:4]([O:35][CH3:36])[CH:3]=1. The catalyst class is: 1. (10) Reactant: [O:1]=[C:2]1[N:6]([C:7]2[CH:8]=[CH:9][C:10]3[C:16](=[O:17])[CH2:15][CH2:14][CH2:13][CH2:12][C:11]=3[CH:18]=2)[CH2:5][C@H:4]([CH2:19][NH:20][C:21](=[O:23])[CH3:22])[O:3]1.CC(C)([O-])C.[Li+].[S:30]1[CH:34]=[C:33]([C:35](OCC)=[O:36])[N:32]=[CH:31]1. Product: [O:1]=[C:2]1[N:6]([C:7]2[CH:8]=[CH:9][C:10]3[C:16](=[O:17])[CH:15]([C:35]([C:33]4[N:32]=[CH:31][S:30][CH:34]=4)=[O:36])[CH2:14][CH2:13][CH2:12][C:11]=3[CH:18]=2)[CH2:5][C@H:4]([CH2:19][NH:20][C:21](=[O:23])[CH3:22])[O:3]1. The catalyst class is: 1.